Dataset: Experimentally validated miRNA-target interactions with 360,000+ pairs, plus equal number of negative samples. Task: Binary Classification. Given a miRNA mature sequence and a target amino acid sequence, predict their likelihood of interaction. (1) The miRNA is mmu-miR-15a-5p with sequence UAGCAGCACAUAAUGGUUUGUG. The protein sequence of the target gene is MAGLTAVVPQPGVLLILLLNLLHPAQPGGVPGAVPGGLPGGVPGGVYYPGAGIGGLGGGGGALGPGGKPPKPGAGLLGTFGAGPGGLGGAGPGAGLGAFPAGTFPGAGALVPGGAAGAAAAYKAAAKAGAGLGGVGGVPGGVGVGGVPGGVGVGGVPGGVGVGGVPGGVGGIGGIGGLGVSTGAVVPQVGAGIGAGGKPGKVPGVGLPGVYPGGVLPGTGARFPGVGVLPGVPTGTGVKAKAPGGGGAFAGIPGVGPFGGQQPGVPLGYPIKAPKLPGGYGLPYTNGKLPYGVAGAGGKA.... Result: 1 (interaction). (2) The protein sequence of the target gene is MSLVACECPPGPGLEPEPCSRARSQACMYLEQIRNRVATGTADVTKRDYLVDAATQIHLALERDVSEDYEAAFNHYQNGVDVLLRGVHVDPNKERREAVKLKITKYLRRAEEIFNCHLQRTLGSGASPNTGFSSLRLRPIRTLSSALEQLKGCRVVGIIKKVQVVQDPATGGTFIVKSLPRCHMVSRERLTIIPHGVPYMTKLLRYFVSEDSIFLHLEHVQGGTLWSHLLSQDHFQYSGLNSGSVQEKSQAQLSTRLSLMTPAELTPGHTLRQNRIPMEPPRTSQSLPPALQLQKEADAE.... The miRNA is hsa-miR-548at-3p with sequence CAAAACCGCAGUAACUUUUGU. Result: 0 (no interaction). (3) The miRNA is hsa-miR-3121-3p with sequence UAAAUAGAGUAGGCAAAGGACA. The protein sequence of the target gene is MMVVLLGATTLVLVAVAPWVLSAAAGGKNLKSPQKVEVDIIDDNFILRWNRSDESVGNVTFSFDYQKTGMDNWIKLSGCQNITSTKCNFSSLKLNVYEEIKLRIRAEKENTSSWYEVDSFTPFRKAQIGPPEVHLEAEDKAIVIHISPGTKDSVMWALDGLSFTYSLVIWKNSSGVEERIENIYSRHKIYKLSPETTYCLKVKAALLTSWKIGVYSPVHCIKTTVENELPPPENIEVSVQNQNYVLKWDYTYANMTFQVQWLHAFLKRNPGNHLYKWKQIPDCENVKTTQCVFPQNVFQK.... Result: 1 (interaction). (4) The miRNA is hsa-miR-4447 with sequence GGUGGGGGCUGUUGUUU. The protein sequence of the target gene is MANLGYWLLALFVTMWTDVGLCKKRPKPGGWNTGGSRYPGQGSPGGNRYPPQGGTWGQPHGGGWGQPHGGSWGQPHGGSWGQPHGGGWGQGGGTHNQWNKPSKPKTNLKHVAGAAAAGAVVGGLGGYMLGSAMSRPMIHFGNDWEDRYYRENMYRYPNQVYYRPVDQYSNQNNFVHDCVNITIKQHTVTTTTKGENFTETDVKMMERVVEQMCVTQYQKESQAYYDGRRSSSTVLFSSPPVILLISFLIFLIVG. Result: 0 (no interaction). (5) The miRNA is hsa-miR-3664-3p with sequence UCUCAGGAGUAAAGACAGAGUU. The protein sequence of the target gene is MSTADLMRRWVIALLLAAAGVAAEDSCSRNEFQCRDGKCIASKWVCDGSPECPDGSDESPETCMSVTCQSNQFSCGGRVSRCIPDSWRCDGQVDCENDSDEQGCPPKTCSQDDFRCQDGKCISPQFVCDGDRDCLDGSDEAHCQATTCGPAHFRCNSSICIPSLWACDGDVDCVDGSDEWPQNCQGRDTASKGVSSPCSSLEFHCGSSECIHRSWVCDGEADCKDKSDEEHCAVATCRPDEFQCADGSCIHGSRQCDREHDCKDMSDELGCVNVTQCDGPNKFKCHSGECISLDKVCDSA.... Result: 0 (no interaction). (6) The miRNA is hsa-miR-6512-3p with sequence UUCCAGCCCUUCUAAUGGUAGG. The protein sequence of the target gene is MDDAHESPSDKGGETGESDETAAVPGDPGATDTDGIPEETDGDADVDLKEAAAEEGELESQDVSDLTTVEREDSSLLNPAAKKLKIDTKEKKEKKQKVDEDEIQKMQILVSSFSEEQLNRYEMYRRSAFPKAAIKRLIQSITGTSVSQNVVIAMSGISKVFVGEVVEEALDVCEKWGEMPPLQPKHMREAVRRLKSKGQIPNSKHKKIIFF. Result: 1 (interaction). (7) The miRNA is hsa-miR-887-3p with sequence GUGAACGGGCGCCAUCCCGAGG. The protein sequence of the target gene is MSVRPFESPPPYRPDEFKPNHYAPSNDMYGGEMHVRPMLSQPAYSFYPEDEILHFYKWTSPPGVIRILSMLIIVMCIAIFACVASTLAWDRGYGTGLFGGSLNYPYSGFGYGGGYGGGYGGYGYGYGGYTDPRAAKGFLLAMAAFCFIASLVIFVTSVIRSGMSRTRRYYLIVIIVSAILGIMVFIATIVYIMGVNPTAQASGSMYGSQIYMICNQFYTPGGTGLYVDQYLYHYCVVDPQEAIAIVLGFMIIVAFALIIFFAVKTRRKMDRYDKSNILWDKEHIYDEQPPNVEEWVKNVS.... Result: 0 (no interaction).